Dataset: Full USPTO retrosynthesis dataset with 1.9M reactions from patents (1976-2016). Task: Predict the reactants needed to synthesize the given product. (1) Given the product [Cl:13][C:14]1[N:15]=[C:16]([N:25]2[CH2:26][CH2:27][O:28][CH2:29][CH2:30]2)[C:17]2[S:22][C:21]([CH2:23][N:10]3[CH2:11][CH2:12][N:7]([CH:4]4[CH2:5][CH2:6][O:1][CH2:2][CH2:3]4)[CH2:8][CH2:9]3)=[CH:20][C:18]=2[N:19]=1, predict the reactants needed to synthesize it. The reactants are: [O:1]1[CH2:6][CH2:5][CH:4]([N:7]2[CH2:12][CH2:11][NH:10][CH2:9][CH2:8]2)[CH2:3][CH2:2]1.[Cl:13][C:14]1[N:15]=[C:16]([N:25]2[CH2:30][CH2:29][O:28][CH2:27][CH2:26]2)[C:17]2[S:22][C:21]([CH:23]=O)=[CH:20][C:18]=2[N:19]=1. (2) Given the product [CH2:1]([O:4][C:5]1[CH:10]=[C:9]([F:11])[CH:8]=[C:7]([NH:12][C:13]2[CH:18]=[CH:17][C:16]([I:19])=[CH:15][C:14]=2[F:20])[C:6]=1[NH2:21])[CH:2]=[CH2:3], predict the reactants needed to synthesize it. The reactants are: [CH2:1]([O:4][C:5]1[C:6]([N+:21]([O-])=O)=[C:7]([NH:12][C:13]2[CH:18]=[CH:17][C:16]([I:19])=[CH:15][C:14]=2[F:20])[CH:8]=[C:9]([F:11])[CH:10]=1)[CH:2]=[CH2:3].[O-]S(S([O-])=O)=O.[Na+].[Na+]. (3) The reactants are: [NH2:1][C:2]1[C:7]([C:8]#[N:9])=[C:6]([C:10]2[N:11]=[C:12](Br)[S:13][CH:14]=2)[C:5]([C:16]#[N:17])=[C:4]([S:18][CH2:19][C:20]2[N:21]=[C:22]([C:25]3[CH:30]=[CH:29][C:28]([Cl:31])=[CH:27][CH:26]=3)[S:23][CH:24]=2)[N:3]=1.[NH2:32][CH2:33][C@H:34]([OH:37])[CH2:35][OH:36]. Given the product [NH2:1][C:2]1[C:7]([C:8]#[N:9])=[C:6]([C:10]2[N:11]=[C:12]([NH:32][CH2:33][C@H:34]([OH:37])[CH2:35][OH:36])[S:13][CH:14]=2)[C:5]([C:16]#[N:17])=[C:4]([S:18][CH2:19][C:20]2[N:21]=[C:22]([C:25]3[CH:30]=[CH:29][C:28]([Cl:31])=[CH:27][CH:26]=3)[S:23][CH:24]=2)[N:3]=1, predict the reactants needed to synthesize it. (4) Given the product [NH2:24][C:20]1[CH:21]=[C:22]([CH3:23])[C:17]([O:16][CH:13]2[CH2:14][CH2:15][N:10]([C:8]([C:3]3[CH:4]=[CH:5][CH:6]=[CH:7][C:2]=3[F:1])=[O:9])[CH2:11][CH2:12]2)=[N:18][CH:19]=1, predict the reactants needed to synthesize it. The reactants are: [F:1][C:2]1[CH:7]=[CH:6][CH:5]=[CH:4][C:3]=1[C:8]([N:10]1[CH2:15][CH2:14][CH:13]([O:16][C:17]2[C:22]([CH3:23])=[CH:21][C:20]([N+:24]([O-])=O)=[CH:19][N:18]=2)[CH2:12][CH2:11]1)=[O:9]. (5) Given the product [C:1]([C:3]1[C:8]2[N:9]([CH2:12][C:13]([NH:16][CH:17]([C:19]3[CH:24]=[CH:23][C:22]([C:25]4([C:28]#[N:29])[CH2:26][CH2:27]4)=[CH:21][CH:20]=3)[CH3:18])=[O:15])[CH:10]=[N:11][C:7]=2[CH:6]=[CH:5][CH:4]=1)#[N:2], predict the reactants needed to synthesize it. The reactants are: [C:1]([C:3]1[C:8]2[N:9]([CH2:12][C:13]([OH:15])=O)[CH:10]=[N:11][C:7]=2[CH:6]=[CH:5][CH:4]=1)#[N:2].[NH2:16][CH:17]([C:19]1[CH:24]=[CH:23][C:22]([C:25]2([C:28]#[N:29])[CH2:27][CH2:26]2)=[CH:21][CH:20]=1)[CH3:18].CCN(CC)CC.CN(C(ON1N=NC2C=CC=NC1=2)=[N+](C)C)C.F[P-](F)(F)(F)(F)F.